From a dataset of Catalyst prediction with 721,799 reactions and 888 catalyst types from USPTO. Predict which catalyst facilitates the given reaction. (1) Reactant: [F:1][C:2]([F:16])([C:6]([F:15])([F:14])[C:7]([F:13])([F:12])[C:8]([F:11])([F:10])[F:9])[CH2:3][CH2:4][OH:5].N1C=CC=CC=1.[Cl-].[C:24]([O:31][CH2:32][CH2:33][CH2:34][CH2:35][CH2:36][CH2:37][CH2:38][CH2:39][CH2:40][CH2:41]CC)(=[O:30])/[CH:25]=[CH:26]\[C:27]([O-])=[O:28].C(OCC)(=O)C. Product: [C:24]([O:31][CH2:32][CH2:33][CH2:34][CH2:35][CH2:36][CH2:37][CH2:38][CH2:39][CH2:40][CH3:41])(=[O:30])/[CH:25]=[CH:26]\[C:27]([O:5][CH2:4][CH2:3][C:2]([F:16])([F:1])[C:6]([F:14])([F:15])[C:7]([F:12])([F:13])[C:8]([F:9])([F:10])[F:11])=[O:28]. The catalyst class is: 22. (2) Reactant: [H-].[Na+].[C:3]([NH:6][C:7]1[CH:15]=[C:14]([O:16][C:17]2[CH:22]=[CH:21][CH:20]=[CH:19][CH:18]=2)[CH:13]=[CH:12][C:8]=1[C:9]([OH:11])=[O:10])(=[O:5])[CH3:4].[CH2:23](Br)[C:24]1[CH:29]=[CH:28][CH:27]=[CH:26][CH:25]=1.Cl. Product: [CH2:23]([N:6]([C:7]1[CH:15]=[C:14]([O:16][C:17]2[CH:22]=[CH:21][CH:20]=[CH:19][CH:18]=2)[CH:13]=[CH:12][C:8]=1[C:9]([OH:11])=[O:10])[C:3](=[O:5])[CH3:4])[C:24]1[CH:29]=[CH:28][CH:27]=[CH:26][CH:25]=1. The catalyst class is: 434.